Task: Predict the product of the given reaction.. Dataset: Forward reaction prediction with 1.9M reactions from USPTO patents (1976-2016) (1) Given the reactants [Cl:1][CH2:2][CH2:3][CH2:4][O:5][C:6]1[CH:11]=[CH:10][C:9]([C:12](=[S:14])[NH2:13])=[CH:8][CH:7]=1.[Cl:15][CH2:16][C:17]([CH2:19]Cl)=O, predict the reaction product. The product is: [Cl:15][CH2:16][C:17]1[N:13]=[C:12]([C:9]2[CH:10]=[CH:11][C:6]([O:5][CH2:4][CH2:3][CH2:2][Cl:1])=[CH:7][CH:8]=2)[S:14][CH:19]=1. (2) Given the reactants [NH:1]1[C:9]2[C:4](=[CH:5][CH:6]=[CH:7][CH:8]=2)[CH:3]=[CH:2]1.[OH2:10].C[C:12]#[N:13], predict the reaction product. The product is: [NH:1]1[C:9]2[C:4](=[CH:5][CH:6]=[CH:7][CH:8]=2)[C:3]([C:12]([NH2:13])=[O:10])=[CH:2]1.